This data is from Reaction yield outcomes from USPTO patents with 853,638 reactions. The task is: Predict the reaction yield, written as a fraction of the theoretical maximum amount of product (1.0 means a 100% yield; for example, 0.34 means a 34% yield). (1) The reactants are C(C1N=C(/C=C/C2C=CN3C(=O)C(/C=C/C(O)=O)=C(N4CCOCC4)N=C3C=2)SC=1)(C)C.[CH3:33][N:34]([CH3:69])[C:35]([CH:37]1[CH2:42][CH2:41][CH2:40][N:39]([C:43]2[N:44]=[C:45]3[CH:58]=[C:57](/[CH:59]=[CH:60]/[C:61]4[S:62][CH:63]=[C:64]([CH:66]([CH3:68])[CH3:67])[N:65]=4)[CH:56]=[CH:55][N:46]3[C:47](=[O:54])[C:48]=2/C=C/C(O)=O)[CH2:38]1)=[O:36].C1(C)C=CC(S(Cl)(=O)=O)=CC=1.C(N(CC)CC)C.FC(F)(F)C(O)=O.CN(C)C(C1CCCNC1)=O. The catalyst is O1CCCC1.CN(C)C1C=CN=CC=1.CN(C)C=O. The product is [CH3:69][N:34]([CH3:33])[C:35]([CH:37]1[CH2:42][CH2:41][CH2:40][N:39]([C:43]2[N:44]=[C:45]3[CH:58]=[C:57](/[CH:59]=[CH:60]/[C:61]4[S:62][CH:63]=[C:64]([CH:66]([CH3:67])[CH3:68])[N:65]=4)[CH:56]=[CH:55][N:46]3[C:47](=[O:54])[CH:48]=2)[CH2:38]1)=[O:36]. The yield is 0.710. (2) The reactants are [Cl:1][C:2]1[CH:26]=[CH:25][CH:24]=[C:23]([N+:27]([O-])=O)[C:3]=1[C:4]([N:6]([C:10](=O)[C@@H:11]([NH:14][C:15](=[O:21])[O:16][C:17]([CH3:20])([CH3:19])[CH3:18])[CH2:12][CH3:13])[CH:7]1[CH2:9][CH2:8]1)=[O:5].C([O-])(O)=O.[Na+]. The catalyst is C(O)(=O)C.[Zn]. The product is [C:17]([O:16][C:15](=[O:21])[NH:14][C@H:11]([C:10]1[N:6]([CH:7]2[CH2:9][CH2:8]2)[C:4](=[O:5])[C:3]2[C:23](=[CH:24][CH:25]=[CH:26][C:2]=2[Cl:1])[N:27]=1)[CH2:12][CH3:13])([CH3:20])([CH3:19])[CH3:18]. The yield is 0.690. (3) The reactants are Cl[CH2:2][C:3]([NH:5][C:6]1[CH:11]=[CH:10][C:9]([N+:12]([O-:14])=[O:13])=[CH:8][CH:7]=1)=[O:4].[CH3:15][NH:16][CH2:17][CH2:18][OH:19].C(OCC)(=O)C. The catalyst is C(O)C. The product is [OH:19][CH2:18][CH2:17][N:16]([CH3:15])[CH2:2][C:3]([NH:5][C:6]1[CH:11]=[CH:10][C:9]([N+:12]([O-:14])=[O:13])=[CH:8][CH:7]=1)=[O:4]. The yield is 0.590. (4) The reactants are [CH:1]1([NH:4][C:5]([C:7]2[CH:21]=[C:20]([F:22])[CH:19]=[CH:18][C:8]=2[CH2:9][NH:10]C(=O)OC(C)(C)C)=[O:6])[CH2:3][CH2:2]1.[F:23][C:24]([F:29])([F:28])[C:25]([OH:27])=[O:26]. The catalyst is C(Cl)Cl. The product is [F:23][C:24]([F:29])([F:28])[C:25]([OH:27])=[O:26].[NH2:10][CH2:9][C:8]1[CH:18]=[CH:19][C:20]([F:22])=[CH:21][C:7]=1[C:5]([NH:4][CH:1]1[CH2:3][CH2:2]1)=[O:6]. The yield is 1.00. (5) The reactants are [Cl:1][CH2:2][CH2:3][CH2:4][O:5][C:6]1[C:7]([O:19][CH3:20])=[CH:8][C:9]([N+:16]([O-])=O)=[C:10]([CH:15]=1)[C:11]([O:13][CH3:14])=[O:12]. The catalyst is CCOC(C)=O.[Pd]. The product is [NH2:16][C:9]1[CH:8]=[C:7]([O:19][CH3:20])[C:6]([O:5][CH2:4][CH2:3][CH2:2][Cl:1])=[CH:15][C:10]=1[C:11]([O:13][CH3:14])=[O:12]. The yield is 0.990. (6) The reactants are [N:1]1[CH:6]=[CH:5][CH:4]=[C:3]([NH:7][C:8](=[O:15])OCC(Cl)(Cl)Cl)[CH:2]=1.[O:16]1[CH:20]=[CH:19][C:18]([C:21]2[CH:22]=[C:23]([N:27]3[CH2:32][CH2:31][NH:30][CH2:29][CH2:28]3)[CH:24]=[CH:25][CH:26]=2)=[CH:17]1.C(N(C(C)C)CC)(C)C.O. The catalyst is CS(C)=O. The product is [O:16]1[CH:20]=[CH:19][C:18]([C:21]2[CH:22]=[C:23]([N:27]3[CH2:32][CH2:31][N:30]([C:8]([NH:7][C:3]4[CH:2]=[N:1][CH:6]=[CH:5][CH:4]=4)=[O:15])[CH2:29][CH2:28]3)[CH:24]=[CH:25][CH:26]=2)=[CH:17]1. The yield is 0.447.